Dataset: Full USPTO retrosynthesis dataset with 1.9M reactions from patents (1976-2016). Task: Predict the reactants needed to synthesize the given product. Given the product [BrH:16].[F:9][C:7]1([F:10])[O:8][C:4]2=[CH:3][C:2]3[NH:1][C:15]([NH2:14])=[N:13][C:12]=3[CH:11]=[C:5]2[O:6]1, predict the reactants needed to synthesize it. The reactants are: [NH2:1][C:2]1[C:12]([NH2:13])=[CH:11][C:5]2[O:6][C:7]([F:10])([F:9])[O:8][C:4]=2[CH:3]=1.[N:14]#[C:15][Br:16].